From a dataset of Full USPTO retrosynthesis dataset with 1.9M reactions from patents (1976-2016). Predict the reactants needed to synthesize the given product. (1) Given the product [CH2:37]([O:36]/[C:30](=[CH:29]\[C:26]1[CH:27]=[N:28][C:23]([C:19]2[CH:20]=[CH:21][CH:22]=[C:17]([NH:16][CH3:15])[CH:18]=2)=[CH:24][CH:25]=1)/[C:31]([O:33][CH2:34][CH3:35])=[O:32])[CH3:38], predict the reactants needed to synthesize it. The reactants are: FC(F)(F)C(O)=O.C(OC([CH2:15][NH:16][C:17]1[CH:18]=[C:19]([C:23]2[N:28]=[CH:27][C:26](/[CH:29]=[C:30](\[O:36][CH2:37][CH3:38])/[C:31]([O:33][CH2:34][CH3:35])=[O:32])=[CH:25][CH:24]=2)[CH:20]=[CH:21][CH:22]=1)=O)(C)(C)C.O. (2) Given the product [Br:35][C:32]1[N:33]=[CH:34][C:29]2[NH:28][C:27]3[N:36]=[CH:37][C:24]([C:10]4[CH:11]=[CH:12][C:13]([CH2:16][N:17]5[CH2:18][CH2:19][O:20][CH2:21][CH2:22]5)=[CH:14][CH:15]=4)=[CH:25][C:26]=3[C:30]=2[CH:31]=1, predict the reactants needed to synthesize it. The reactants are: B1([C:10]2[CH:15]=[CH:14][C:13]([CH2:16][N:17]3[CH2:22][CH2:21][O:20][CH2:19][CH2:18]3)=[CH:12][CH:11]=2)OC(C)(C)C(C)(C)O1.I[C:24]1[CH:37]=[N:36][C:27]2[NH:28][C:29]3[CH:34]=[N:33][C:32]([Br:35])=[CH:31][C:30]=3[C:26]=2[CH:25]=1. (3) Given the product [C:22]([C:19]1[CH:18]=[C:7]([CH:6]=[C:5]([C:1]([CH3:4])([CH3:3])[CH3:2])[C:20]=1[OH:21])[C:8]([NH:10][C:11]1([C:14]([OH:16])=[O:15])[CH2:12][CH2:13]1)=[O:9])([CH3:25])([CH3:24])[CH3:23], predict the reactants needed to synthesize it. The reactants are: [C:1]([C:5]1[CH:6]=[C:7]([CH:18]=[C:19]([C:22]([CH3:25])([CH3:24])[CH3:23])[C:20]=1[OH:21])[C:8]([NH:10][C:11]1([C:14]([O:16]C)=[O:15])[CH2:13][CH2:12]1)=[O:9])([CH3:4])([CH3:3])[CH3:2].O[Li].O.O. (4) Given the product [F:1][C:2]([F:16])([F:17])[C:3]1[CH:8]=[CH:7][C:6]([C:9]2[CH:14]=[CH:13][C:12]3[N:15]=[C:19]([NH2:20])[S:18][C:11]=3[CH:10]=2)=[CH:5][CH:4]=1, predict the reactants needed to synthesize it. The reactants are: [F:1][C:2]([F:17])([F:16])[C:3]1[CH:8]=[CH:7][C:6]([C:9]2[CH:14]=[CH:13][C:12]([NH2:15])=[CH:11][CH:10]=2)=[CH:5][CH:4]=1.[S-:18][C:19]#[N:20].[K+].BrBr.[NH4+].[OH-]. (5) The reactants are: [N:1]([CH2:4][CH2:5][CH2:6][CH2:7][N:8]1[C@H:12](/[CH:13]=[N:14]/[S@](C(C)(C)C)=O)[C@:11]([C@H:22]([O:25][Si:26]([C:39]([CH3:42])([CH3:41])[CH3:40])([C:33]2[CH:38]=[CH:37][CH:36]=[CH:35][CH:34]=2)[C:27]2[CH:32]=[CH:31][CH:30]=[CH:29][CH:28]=2)[CH2:23][CH3:24])([CH3:21])[O:10][C:9]1=[O:43])=[N+:2]=[N-:3].[CH2:44]([Mg]Br)[CH:45]=[CH2:46].[Cl-].[NH4+].Cl. Given the product [NH2:14][C@@H:13]([C@@H:12]1[C@:11]([C@H:22]([O:25][Si:26]([C:39]([CH3:42])([CH3:40])[CH3:41])([C:33]2[CH:34]=[CH:35][CH:36]=[CH:37][CH:38]=2)[C:27]2[CH:28]=[CH:29][CH:30]=[CH:31][CH:32]=2)[CH2:23][CH3:24])([CH3:21])[O:10][C:9](=[O:43])[N:8]1[CH2:7][CH2:6][CH2:5][CH2:4][N:1]=[N+:2]=[N-:3])[CH2:46][CH:45]=[CH2:44], predict the reactants needed to synthesize it. (6) Given the product [F:29][C:30]1[CH:35]=[C:34]([C:2]2[CH:3]=[N:4][C:5]3[C:10]([N:11]=2)=[C:9]([C:12]([NH:14][CH2:15][C:16]([OH:18])=[O:17])=[O:13])[C:8]([OH:21])=[C:7]([C:22]2[CH:27]=[CH:26][CH:25]=[C:24]([F:28])[CH:23]=2)[CH:6]=3)[CH:33]=[CH:32][CH:31]=1, predict the reactants needed to synthesize it. The reactants are: Br[C:2]1[CH:3]=[N:4][C:5]2[C:10]([N:11]=1)=[C:9]([C:12]([NH:14][CH2:15][C:16]([O:18]CC)=[O:17])=[O:13])[C:8]([OH:21])=[C:7]([C:22]1[CH:27]=[CH:26][CH:25]=[C:24]([F:28])[CH:23]=1)[CH:6]=2.[F:29][C:30]1[CH:31]=[C:32](B(O)O)[CH:33]=[CH:34][CH:35]=1.C(=O)([O-])[O-].[K+].[K+]. (7) Given the product [ClH:27].[CH3:1][O:2][C:3]1[C:4]([O:25][CH3:26])=[CH:5][C:6]2[C:7]3[N:8]([CH2:22][CH2:23][N:24]=3)[C:9](/[CH:13]=[C:14](/[C:16]3[CH:17]=[N:18][CH:19]=[CH:20][CH:21]=3)\[OH:15])=[N:10][C:11]=2[CH:12]=1, predict the reactants needed to synthesize it. The reactants are: [CH3:1][O:2][C:3]1[C:4]([O:25][CH3:26])=[CH:5][C:6]2[C:7]3[N:8]([CH2:22][CH2:23][N:24]=3)[C:9](/[CH:13]=[C:14](/[C:16]3[CH:17]=[N:18][CH:19]=[CH:20][CH:21]=3)\[OH:15])=[N:10][C:11]=2[CH:12]=1.[ClH:27].